From a dataset of Catalyst prediction with 721,799 reactions and 888 catalyst types from USPTO. Predict which catalyst facilitates the given reaction. (1) Reactant: [CH3:1][N:2]([C:4](=[O:28])[C:5]([N:7]([CH3:27])[C:8]12[CH2:16][CH2:15][CH:12]([CH2:13][CH2:14]1)[CH2:11][N:10]1[C:17](=[O:26])[C:18]([OH:25])=[C:19]([C:21]([O:23]C)=O)[N:20]=[C:9]21)=[O:6])[CH3:3].[F:29][C:30]1[CH:35]=[CH:34][C:33]([CH2:36][NH2:37])=[CH:32][C:31]=1[CH3:38]. Product: [F:29][C:30]1[CH:35]=[CH:34][C:33]([CH2:36][NH:37][C:21]([C:19]2[N:20]=[C:9]3[C:8]4([N:7]([CH3:27])[C:5](=[O:6])[C:4]([N:2]([CH3:1])[CH3:3])=[O:28])[CH2:14][CH2:13][CH:12]([CH2:15][CH2:16]4)[CH2:11][N:10]3[C:17](=[O:26])[C:18]=2[OH:25])=[O:23])=[CH:32][C:31]=1[CH3:38]. The catalyst class is: 8. (2) Reactant: [S:1]1[C:5]2[CH:6]=[CH:7][CH:8]=[CH:9][C:4]=2[N:3]=[C:2]1[N:10]([CH2:18][CH2:19][O:20][C:21]1[CH:28]=[CH:27][C:24]([CH:25]=O)=[CH:23][CH:22]=1)[CH2:11][C:12]1[CH:17]=[CH:16][CH:15]=[CH:14][CH:13]=1.[S:29]1[CH2:33][C:32](=[O:34])[NH:31][C:30]1=[O:35].N1CCCCC1.C(O)(=O)C1C=CC=CC=1. Product: [S:1]1[C:5]2[CH:6]=[CH:7][CH:8]=[CH:9][C:4]=2[N:3]=[C:2]1[N:10]([CH2:18][CH2:19][O:20][C:21]1[CH:28]=[CH:27][C:24]([CH:25]=[C:33]2[S:29][C:30](=[O:35])[NH:31][C:32]2=[O:34])=[CH:23][CH:22]=1)[CH2:11][C:12]1[CH:17]=[CH:16][CH:15]=[CH:14][CH:13]=1. The catalyst class is: 11. (3) Reactant: [F:1][C:2]1[CH:7]=[CH:6][C:5]([CH2:8][C:9]([OH:11])=[O:10])=[CH:4][C:3]=1[O:12][CH3:13].[Br:14]Br.O. Product: [Br:14][C:6]1[CH:7]=[C:2]([F:1])[C:3]([O:12][CH3:13])=[CH:4][C:5]=1[CH2:8][C:9]([OH:11])=[O:10]. The catalyst class is: 52. (4) Reactant: [CH3:1][O:2][C:3](=[O:18])[C:4]1[CH:13]=[C:12]([O:14][CH2:15][CH:16]=[CH2:17])[CH:11]=[C:6]([C:7]([O:9]C)=[O:8])[CH:5]=1.[OH-].[Na+]. Product: [CH3:1][O:2][C:3](=[O:18])[C:4]1[CH:13]=[C:12]([O:14][CH2:15][CH:16]=[CH2:17])[CH:11]=[C:6]([C:7]([OH:9])=[O:8])[CH:5]=1. The catalyst class is: 5. (5) The catalyst class is: 56. Product: [Cl:13][C:14]1[CH:19]=[C:18]([CH2:20][C:21](=[O:23])[CH3:22])[CH:17]=[CH:16][N:15]=1. Reactant: C(NC(C)C)(C)C.C([Li])CCC.[Cl:13][C:14]1[CH:19]=[C:18]([CH3:20])[CH:17]=[CH:16][N:15]=1.[C:21](O)(=[O:23])[CH3:22].